The task is: Regression. Given a peptide amino acid sequence and an MHC pseudo amino acid sequence, predict their binding affinity value. This is MHC class I binding data.. This data is from Peptide-MHC class I binding affinity with 185,985 pairs from IEDB/IMGT. (1) The MHC is HLA-A68:02 with pseudo-sequence HLA-A68:02. The binding affinity (normalized) is 0.230. The peptide sequence is YAVLSEYETM. (2) The peptide sequence is RLHGLEAFSL. The MHC is HLA-A68:02 with pseudo-sequence HLA-A68:02. The binding affinity (normalized) is 0.0919. (3) The peptide sequence is MGAGLVFPI. The MHC is HLA-B45:06 with pseudo-sequence HLA-B45:06. The binding affinity (normalized) is 0.213. (4) The peptide sequence is VPAQNAIST. The MHC is HLA-B15:01 with pseudo-sequence HLA-B15:01. The binding affinity (normalized) is 0.0847.